This data is from Reaction yield outcomes from USPTO patents with 853,638 reactions. The task is: Predict the reaction yield, written as a fraction of the theoretical maximum amount of product (1.0 means a 100% yield; for example, 0.34 means a 34% yield). (1) The reactants are CCO.[CH3:4][N:5]1[N:21]=[CH:20][C:19]2[NH:18][C:17](=[O:22])[C@H:16]([CH3:23])[CH:15]=[CH:14][CH2:13][C@H:12]([NH:24]C(=O)OC(C)(C)C)[C:11]3[CH:32]=[C:7]([N:8]=[CH:9][CH:10]=3)[C:6]1=2. The catalyst is Cl.O1CCOCC1.CO.O=[Pt]=O. The product is [NH2:24][C@@H:12]1[C:11]2[CH:32]=[C:7]([N:8]=[CH:9][CH:10]=2)[C:6]2[N:5]([CH3:4])[N:21]=[CH:20][C:19]=2[NH:18][C:17](=[O:22])[C@H:16]([CH3:23])[CH2:15][CH2:14][CH2:13]1. The yield is 0.960. (2) The reactants are Br[C:2]1[C:11]2[O:10][CH:9]([CH3:12])[C:8](=[O:13])[NH:7][C:6]=2[CH:5]=[CH:4][CH:3]=1.[CH3:14][C:15]1[CH:20]=[C:19]([CH3:21])[CH:18]=[CH:17][C:16]=1B(O)O.C(=O)([O-])[O-].[Na+].[Na+]. The catalyst is COCCOC.O.C1C=CC([P]([Pd]([P](C2C=CC=CC=2)(C2C=CC=CC=2)C2C=CC=CC=2)([P](C2C=CC=CC=2)(C2C=CC=CC=2)C2C=CC=CC=2)[P](C2C=CC=CC=2)(C2C=CC=CC=2)C2C=CC=CC=2)(C2C=CC=CC=2)C2C=CC=CC=2)=CC=1. The product is [CH3:14][C:15]1[CH:20]=[C:19]([CH3:21])[CH:18]=[CH:17][C:16]=1[C:2]1[C:11]2[O:10][CH:9]([CH3:12])[C:8](=[O:13])[NH:7][C:6]=2[CH:5]=[CH:4][CH:3]=1. The yield is 0.910. (3) The reactants are C(OC([N:8]1[CH2:12][CH2:11][CH2:10][C@@H:9]1[CH2:13][O:14][C:15]1[CH:20]=[CH:19][C:18]([C:21](=[O:29])[C:22]2[CH:27]=[CH:26][C:25]([I:28])=[CH:24][CH:23]=2)=[CH:17][CH:16]=1)=O)(C)(C)C.Cl.CCOCC. The catalyst is O1CCOCC1. The product is [I:28][C:25]1[CH:26]=[CH:27][C:22]([C:21]([C:18]2[CH:19]=[CH:20][C:15]([O:14][CH2:13][C@H:9]3[CH2:10][CH2:11][CH2:12][NH:8]3)=[CH:16][CH:17]=2)=[O:29])=[CH:23][CH:24]=1. The yield is 0.800. (4) No catalyst specified. The product is [CH2:11]([N:7]1[C:8]2[C:4](=[CH:3][C:2]([Br:1])=[CH:10][CH:9]=2)[CH:5]=[CH:6]1)[C:12]1[CH:17]=[CH:16][CH:15]=[CH:14][CH:13]=1. The yield is 0.780. The reactants are [Br:1][C:2]1[CH:3]=[C:4]2[C:8](=[CH:9][CH:10]=1)[NH:7][CH:6]=[CH:5]2.[CH2:11](Br)[C:12]1[CH:17]=[CH:16][CH:15]=[CH:14][CH:13]=1.